This data is from Reaction yield outcomes from USPTO patents with 853,638 reactions. The task is: Predict the reaction yield, written as a fraction of the theoretical maximum amount of product (1.0 means a 100% yield; for example, 0.34 means a 34% yield). (1) The reactants are [N+:1]([C:4]1[CH:16]=[CH:15][C:7]([CH:8]=[CH:9][C:10]([O:12][CH2:13][CH3:14])=[O:11])=[C:6](OCC)[CH:5]=1)([O-])=O.[C:20](OCC)(=[O:22])[CH3:21]. The catalyst is [Pd]. The product is [CH2:20]([O:22][CH:9]([CH2:8][C:7]1[CH:6]=[CH:5][C:4]([NH2:1])=[CH:16][CH:15]=1)[C:10]([O:12][CH2:13][CH3:14])=[O:11])[CH3:21]. The yield is 0.600. (2) The reactants are Br[C:2]1[CH:3]=[CH:4][C:5]2[C:9]3[CH2:10][N:11]([C:15]([O:17][C:18]([CH3:21])([CH3:20])[CH3:19])=[O:16])[CH2:12][CH2:13][CH2:14][C:8]=3[N:7]([CH3:22])[C:6]=2[N:23]=1.[F:24][C:25]([F:40])([F:39])[C:26]1[N:31]=[CH:30][C:29]([C:32]2[CH:37]=[CH:36][NH:35][C:34](=[O:38])[CH:33]=2)=[CH:28][CH:27]=1.C([O-])([O-])=O.[Cs+].[Cs+].OC1C=CC=C2C=1N=CC=C2. The catalyst is CS(C)=O.[Cu](I)I. The product is [CH3:22][N:7]1[C:8]2[CH2:14][CH2:13][CH2:12][N:11]([C:15]([O:17][C:18]([CH3:21])([CH3:20])[CH3:19])=[O:16])[CH2:10][C:9]=2[C:5]2[CH:4]=[CH:3][C:2]([N:35]3[CH:36]=[CH:37][C:32]([C:29]4[CH:30]=[N:31][C:26]([C:25]([F:24])([F:39])[F:40])=[CH:27][CH:28]=4)=[CH:33][C:34]3=[O:38])=[N:23][C:6]1=2. The yield is 0.700. (3) The reactants are [CH2:1]([O:3][C:4](=[O:23])[CH:5]([C:7]1[C:8]([CH3:22])=[N:9][C:10]2[N:11]([N:14]=[C:15]([C:17]([O:19][CH2:20][CH3:21])=[O:18])[CH:16]=2)[C:12]=1[I:13])[OH:6])[CH3:2].CC(OI1(OC(C)=O)(OC(C)=O)OC(=O)C2C=CC=CC1=2)=O. The catalyst is C(Cl)Cl.C(OCC)(=O)C. The product is [CH2:1]([O:3][C:4](=[O:23])[C:5]([C:7]1[C:8]([CH3:22])=[N:9][C:10]2[N:11]([N:14]=[C:15]([C:17]([O:19][CH2:20][CH3:21])=[O:18])[CH:16]=2)[C:12]=1[I:13])=[O:6])[CH3:2]. The yield is 0.910. (4) The product is [C:8]([O:12][C:6](=[O:7])[NH:5][S:2]([N:39]1[CH2:38][CH2:37][C:36]([OH:42])([C:34]2[S:35][C:31]([C:16]3[CH:17]=[C:18]([NH:20][C:21]4[N:26]=[C:25]([C:27]([F:30])([F:28])[F:29])[CH:24]=[CH:23][N:22]=4)[CH:19]=[C:14]([CH3:13])[CH:15]=3)=[CH:32][N:33]=2)[CH2:41][CH2:40]1)(=[O:4])=[O:3])([CH3:11])([CH3:10])[CH3:9]. The yield is 0.820. The catalyst is C(Cl)Cl. The reactants are Cl[S:2]([N:5]=[C:6]=[O:7])(=[O:4])=[O:3].[C:8]([OH:12])([CH3:11])([CH3:10])[CH3:9].[CH3:13][C:14]1[CH:15]=[C:16]([C:31]2[S:35][C:34]([C:36]3([OH:42])[CH2:41][CH2:40][NH:39][CH2:38][CH2:37]3)=[N:33][CH:32]=2)[CH:17]=[C:18]([NH:20][C:21]2[N:26]=[C:25]([C:27]([F:30])([F:29])[F:28])[CH:24]=[CH:23][N:22]=2)[CH:19]=1.C(N(CC)CC)C. (5) The reactants are [CH3:1][O:2][C:3]([C:5]1[C:10]([NH:11][C:12]2[CH:17]=[CH:16][C:15]([Si:18]([CH3:21])([CH3:20])[CH3:19])=[CH:14][C:13]=2[F:22])=[N:9][C:8](Cl)=[CH:7][N:6]=1)=[O:4].C(OCC)(=O)C.CO.[CH3:32][N:33](C)C=O. The catalyst is [C-]#N.[Zn+2].[C-]#N.C1C=CC([P]([Pd]([P](C2C=CC=CC=2)(C2C=CC=CC=2)C2C=CC=CC=2)([P](C2C=CC=CC=2)(C2C=CC=CC=2)C2C=CC=CC=2)[P](C2C=CC=CC=2)(C2C=CC=CC=2)C2C=CC=CC=2)(C2C=CC=CC=2)C2C=CC=CC=2)=CC=1. The product is [CH3:1][O:2][C:3]([C:5]1[C:10]([NH:11][C:12]2[CH:17]=[CH:16][C:15]([Si:18]([CH3:21])([CH3:20])[CH3:19])=[CH:14][C:13]=2[F:22])=[N:9][C:8]([C:32]#[N:33])=[CH:7][N:6]=1)=[O:4]. The yield is 0.998. (6) The reactants are [CH3:1][O:2][C:3]1[N:4]=[C:5]2[C:10](=[CH:11][CH:12]=1)[N:9]=[CH:8][CH:7]=[C:6]2[NH2:13].CC([O-])(C)C.[K+].[Cl:20][CH2:21][C:22](OCC)=[O:23].O. The catalyst is C1COCC1. The product is [Cl:20][CH2:21][C:22]([NH:13][C:6]1[C:5]2[C:10](=[CH:11][CH:12]=[C:3]([O:2][CH3:1])[N:4]=2)[N:9]=[CH:8][CH:7]=1)=[O:23]. The yield is 0.450. (7) The reactants are [Cl:1][C:2]1[S:28][C:5]2[NH:6][C:7]([C:9]([NH:11][C@@H:12]3[CH2:20][C:19]4[C:14](=[CH:15][CH:16]=[CH:17][CH:18]=4)[C@H:13]3[N:21]([CH3:27])[C:22]([C@@H:24]3[CH2:26][O:25]3)=[O:23])=[O:10])=[CH:8][C:4]=2[CH:3]=1.[C:29](O)(=[O:31])C. The catalyst is C[O-].[Na+]. The product is [Cl:1][C:2]1[S:28][C:5]2[NH:6][C:7]([C:9]([NH:11][C@@H:12]3[CH2:20][C:19]4[C:14](=[CH:15][CH:16]=[CH:17][CH:18]=4)[C@H:13]3[N:21]([C:22](=[O:23])[C@@H:24]([OH:25])[CH2:26][O:31][CH3:29])[CH3:27])=[O:10])=[CH:8][C:4]=2[CH:3]=1. The yield is 0.320. (8) The catalyst is [Cu](I)I. The reactants are [CH:1]1([C:4]2[CH:9]=[CH:8][N:7]=[CH:6][C:5]=2[N:10]2[CH2:14][CH2:13][NH:12][C:11]2=[O:15])[CH2:3][CH2:2]1.[Cl:16][C:17]1[CH:22]=[C:21](I)[CH:20]=[CH:19][N:18]=1.CN[C@@H]1CCCC[C@H]1NC.P([O-])([O-])([O-])=O.[K+].[K+].[K+]. The yield is 0.711. The product is [Cl:16][C:17]1[CH:22]=[C:21]([N:12]2[CH2:13][CH2:14][N:10]([C:5]3[CH:6]=[N:7][CH:8]=[CH:9][C:4]=3[CH:1]3[CH2:3][CH2:2]3)[C:11]2=[O:15])[CH:20]=[CH:19][N:18]=1. (9) The reactants are [CH2:1]([O:8][C:9]([NH:11][C@@H:12]([C:27]([OH:29])=O)[CH2:13][O:14][CH2:15][CH2:16][NH:17][CH2:18][C:19]1[CH:24]=[CH:23][C:22]([O:25][CH3:26])=[CH:21][CH:20]=1)=[O:10])[C:2]1[CH:7]=[CH:6][CH:5]=[CH:4][CH:3]=1.CN(C)CCCN=C=NCC.ON1C2C=CC=CC=2N=N1.C(N(CC)CC)C. The catalyst is ClC(Cl)C. The product is [CH3:26][O:25][C:22]1[CH:21]=[CH:20][C:19]([CH2:18][N:17]2[C:27](=[O:29])[C@H:12]([NH:11][C:9](=[O:10])[O:8][CH2:1][C:2]3[CH:3]=[CH:4][CH:5]=[CH:6][CH:7]=3)[CH2:13][O:14][CH2:15][CH2:16]2)=[CH:24][CH:23]=1. The yield is 0.660.